This data is from Full USPTO retrosynthesis dataset with 1.9M reactions from patents (1976-2016). The task is: Predict the reactants needed to synthesize the given product. Given the product [CH2:30]([N:48]([CH2:43][C:42]([NH:47][CH:46]1[CH2:45][O:62][CH2:61]1)=[O:68])[C:21]([C:6]1[CH:7]=[C:8]2[C:3](=[CH:4][CH:5]=1)[N:2]([CH3:1])[C:14]1[CH2:13][CH2:12][CH:11]([CH:15]3[CH2:16][CH2:17][O:18][CH2:19][CH2:20]3)[CH2:10][C:9]2=1)=[O:22])[CH3:32], predict the reactants needed to synthesize it. The reactants are: [CH3:1][N:2]1[C:14]2[CH2:13][CH2:12][CH:11]([CH:15]3[CH2:20][CH2:19][O:18][CH2:17][CH2:16]3)[CH2:10][C:9]=2[C:8]2[C:3]1=[CH:4][CH:5]=[C:6]([C:21](O)=[O:22])[CH:7]=2.CCN([CH:30]([CH3:32])C)C(C)C.CN(C(ON1N=[N:48][C:43]2C=[CH:45][CH:46]=[N:47][C:42]1=2)=[N+](C)C)C.F[P-](F)(F)(F)(F)F.C(NC[C:61](O)=[O:62])C.CN(C=[O:68])C.